Dataset: Catalyst prediction with 721,799 reactions and 888 catalyst types from USPTO. Task: Predict which catalyst facilitates the given reaction. (1) Reactant: [ClH:1].[CH2:2]([NH:6][C:7](=[O:41])[C:8]1[CH:13]=[CH:12][C:11]([C:14]2[S:18][C:17]3[CH:19]=[C:20]([O:23]C)[CH:21]=[CH:22][C:16]=3[C:15]=2[O:25][C:26]2[CH:31]=[CH:30][C:29]([O:32][CH2:33][CH2:34][N:35]3[CH2:40][CH2:39][CH2:38][CH2:37][CH2:36]3)=[CH:28][CH:27]=2)=[CH:10][CH:9]=1)[CH:3]([CH3:5])[CH3:4].B(Br)(Br)Br.C(C(C(C([O-])=O)O)O)([O-])=O.[K+].[Na+]. Product: [ClH:1].[OH:23][C:20]1[CH:21]=[CH:22][C:16]2[C:15]([O:25][C:26]3[CH:31]=[CH:30][C:29]([O:32][CH2:33][CH2:34][N:35]4[CH2:36][CH2:37][CH2:38][CH2:39][CH2:40]4)=[CH:28][CH:27]=3)=[C:14]([C:11]3[CH:10]=[CH:9][C:8]([C:7]([NH:6][CH2:2][CH:3]([CH3:5])[CH3:4])=[O:41])=[CH:13][CH:12]=3)[S:18][C:17]=2[CH:19]=1. The catalyst class is: 4. (2) Reactant: [F:1][C:2]([F:15])([F:14])[C:3]1[CH:8]=[CH:7][N:6]=[CH:5][C:4]=1[CH:9]([OH:13])[CH:10]([CH3:12])[CH3:11].[CH3:16][S:17](Cl)(=[O:19])=[O:18]. Product: [CH3:16][S:17]([O:13][CH:9]([C:4]1[CH:5]=[N:6][CH:7]=[CH:8][C:3]=1[C:2]([F:14])([F:1])[F:15])[CH:10]([CH3:11])[CH3:12])(=[O:19])=[O:18]. The catalyst class is: 17.